From a dataset of Catalyst prediction with 721,799 reactions and 888 catalyst types from USPTO. Predict which catalyst facilitates the given reaction. (1) Reactant: [NH2:1][C:2]1[C:6]([C:7]([C:9]2[S:10][CH:11]=[CH:12][CH:13]=2)=[O:8])=[CH:5][NH:4][N:3]=1.CN(C)[CH:16]=[CH:17][C:18]([C:20]1[CH:21]=[C:22]([N:26]([CH3:30])[C:27](=[O:29])[CH3:28])[CH:23]=[CH:24][CH:25]=1)=O. Product: [CH3:30][N:26]([C:22]1[CH:23]=[CH:24][CH:25]=[C:20]([C:18]2[N:3]3[N:4]=[CH:5][C:6]([C:7]([C:9]4[S:10][CH:11]=[CH:12][CH:13]=4)=[O:8])=[C:2]3[N:1]=[CH:16][CH:17]=2)[CH:21]=1)[C:27](=[O:29])[CH3:28]. The catalyst class is: 15. (2) Reactant: [CH3:1][O:2][C:3]1[CH:4]=[C:5](/[CH:11]=[CH:12]/[C:13]([N:15]2[C:19]3[CH:20]=[CH:21][CH:22]=[CH:23][C:18]=3[NH:17][C:16]2=[O:24])=[O:14])[CH:6]=[CH:7][C:8]=1[O:9][CH3:10].IC.[C:27]([O-])([O-])=O.[K+].[K+]. Product: [CH3:1][O:2][C:3]1[CH:4]=[C:5](/[CH:11]=[CH:12]/[C:13]([N:15]2[C:19]3[CH:20]=[CH:21][CH:22]=[CH:23][C:18]=3[N:17]([CH3:27])[C:16]2=[O:24])=[O:14])[CH:6]=[CH:7][C:8]=1[O:9][CH3:10]. The catalyst class is: 3. (3) Reactant: F[C:2]1[CH:20]=[C:19]([N+:21]([O-:23])=[O:22])[CH:18]=[CH:17][C:3]=1[N:4]([CH2:12][C:13]([F:16])([F:15])[F:14])[C@H:5]([CH2:8][CH:9]([CH3:11])[CH3:10])[CH2:6][OH:7].[H-].[Na+]. Product: [CH2:8]([C@H:5]1[N:4]([CH2:12][C:13]([F:16])([F:15])[F:14])[C:3]2[CH:17]=[CH:18][C:19]([N+:21]([O-:23])=[O:22])=[CH:20][C:2]=2[O:7][CH2:6]1)[CH:9]([CH3:11])[CH3:10]. The catalyst class is: 1. (4) Reactant: [Mg].Br[C:3]1[CH:8]=[CH:7][CH:6]=[C:5]([O:9][CH2:10][C:11]2[CH:16]=[CH:15][CH:14]=[CH:13][CH:12]=2)[CH:4]=1.[C:17]1(=[O:21])[CH2:20][CH2:19][CH2:18]1.[Cl-].[NH4+]. Product: [CH2:10]([O:9][C:5]1[CH:4]=[C:3]([C:17]2([OH:21])[CH2:20][CH2:19][CH2:18]2)[CH:8]=[CH:7][CH:6]=1)[C:11]1[CH:16]=[CH:15][CH:14]=[CH:13][CH:12]=1. The catalyst class is: 27. (5) Reactant: [CH3:1][O:2][C:3]([C:5]1[CH:14]=[CH:13][CH:12]=[C:11]2[C:6]=1[CH:7]=[CH:8][N+:9]([O-])=[CH:10]2)=[O:4].O=P(Cl)(Cl)[Cl:18]. Product: [Cl:18][C:10]1[C:11]2[CH:12]=[CH:13][CH:14]=[C:5]([C:3]([O:2][CH3:1])=[O:4])[C:6]=2[CH:7]=[CH:8][N:9]=1. The catalyst class is: 4. (6) Reactant: C([O:5][C:6](=[O:43])[CH2:7][O:8][C:9]1[CH:14]=[CH:13][C:12]([O:15][C:16]2[CH:21]=[CH:20][C:19]([CH2:22][N:23]3[CH2:28][CH2:27][CH:26]([N:29]4[C@H:33]([C:34]5[CH:35]=[C:36]([CH3:40])[CH:37]=[CH:38][CH:39]=5)[CH2:32][NH:31][C:30]4=[O:41])[CH2:25][CH2:24]3)=[C:18]([CH3:42])[N:17]=2)=[CH:11][CH:10]=1)(C)(C)C.C(O)(C(F)(F)F)=O. Product: [CH3:42][C:18]1[N:17]=[C:16]([O:15][C:12]2[CH:11]=[CH:10][C:9]([O:8][CH2:7][C:6]([OH:43])=[O:5])=[CH:14][CH:13]=2)[CH:21]=[CH:20][C:19]=1[CH2:22][N:23]1[CH2:24][CH2:25][CH:26]([N:29]2[C@H:33]([C:34]3[CH:35]=[C:36]([CH3:40])[CH:37]=[CH:38][CH:39]=3)[CH2:32][NH:31][C:30]2=[O:41])[CH2:27][CH2:28]1. The catalyst class is: 2.